Dataset: Full USPTO retrosynthesis dataset with 1.9M reactions from patents (1976-2016). Task: Predict the reactants needed to synthesize the given product. (1) Given the product [BrH:1].[F:12][C:6]1[CH:7]=[C:8]([F:11])[CH:9]=[CH:10][C:5]=1[C:3](=[O:4])[CH2:2][N:15]1[CH:16]=[CH:17][O:13][C:14]1=[NH:18], predict the reactants needed to synthesize it. The reactants are: [Br:1][CH2:2][C:3]([C:5]1[CH:10]=[CH:9][C:8]([F:11])=[CH:7][C:6]=1[F:12])=[O:4].[O:13]1[CH:17]=[CH:16][N:15]=[C:14]1[NH2:18].C1COCC1. (2) Given the product [F:48][C:36]1[CH:37]=[C:38]([N:41]2[CH:46]=[CH:45][CH:44]=[CH:43][C:42]2=[O:47])[CH:39]=[CH:40][C:35]=1[NH:34][C:33]([N:8]1[CH2:12][CH2:11][C@H:10]([CH2:13][NH:14][C:15]([C:17]2[S:18][C:19]([Br:22])=[CH:20][CH:21]=2)=[O:16])[CH2:9]1)=[O:32], predict the reactants needed to synthesize it. The reactants are: FC(F)(F)C(O)=O.[NH:8]1[CH2:12][CH2:11][C@H:10]([CH2:13][NH:14][C:15]([C:17]2[S:18][C:19]([Br:22])=[CH:20][CH:21]=2)=[O:16])[CH2:9]1.[N+](C1C=CC([O:32][C:33](=O)[NH:34][C:35]2[CH:40]=[CH:39][C:38]([N:41]3[CH:46]=[CH:45][CH:44]=[CH:43][C:42]3=[O:47])=[CH:37][C:36]=2[F:48])=CC=1)([O-])=O.